From a dataset of Catalyst prediction with 721,799 reactions and 888 catalyst types from USPTO. Predict which catalyst facilitates the given reaction. (1) Reactant: [CH3:1][O:2][C:3]1[CH:4]=[CH:5][C:6]2[N:11]=[CH:10][C:9](=[O:12])[NH:8][C:7]=2[N:13]=1.[H-].[Na+].[N+](C1C=C(S(O[CH2:29][C@H:30]2[O:32][CH2:31]2)(=O)=O)C=CC=1)([O-])=O.O. Product: [CH3:1][O:2][C:3]1[CH:4]=[CH:5][C:6]2[N:11]=[CH:10][C:9](=[O:12])[N:8]([CH2:29][C@@H:30]3[CH2:31][O:32]3)[C:7]=2[N:13]=1. The catalyst class is: 9. (2) Reactant: [C:1]([C:3]1[CH:4]=[C:5]([CH:10]=[CH:11][C:12]=1[OH:13])[C:6]([O:8][CH3:9])=[O:7])#[N:2].Br[CH:15]([CH3:17])[CH3:16].C([O-])([O-])=O.[K+].[K+]. Product: [C:1]([C:3]1[CH:4]=[C:5]([CH:10]=[CH:11][C:12]=1[O:13][CH:15]([CH3:17])[CH3:16])[C:6]([O:8][CH3:9])=[O:7])#[N:2]. The catalyst class is: 18. (3) Reactant: [NH2:1][CH2:2][CH2:3][CH2:4][NH:5][C:6]([NH:8][C:9]1[CH:14]=[C:13]([O:15][CH3:16])[CH:12]=[C:11]([NH:17][C:18]2[N:23]=[C:22]([C:24]3[CH:29]=[CH:28][C:27]([O:30][CH3:31])=[C:26]([C:32]#[N:33])[CH:25]=3)[CH:21]=[CH:20][N:19]=2)[CH:10]=1)=[O:7].CCN(CC)CC.[C:41](Cl)(=[O:43])[CH3:42]. Product: [C:32]([C:26]1[CH:25]=[C:24]([C:22]2[CH:21]=[CH:20][N:19]=[C:18]([NH:17][C:11]3[CH:10]=[C:9]([NH:8][C:6]([NH:5][CH2:4][CH2:3][CH2:2][NH:1][C:41](=[O:43])[CH3:42])=[O:7])[CH:14]=[C:13]([O:15][CH3:16])[CH:12]=3)[N:23]=2)[CH:29]=[CH:28][C:27]=1[O:30][CH3:31])#[N:33]. The catalyst class is: 1. (4) Reactant: [Cl:1][C:2]1[C:3]([O:12][C:13]2[CH:18]=[C:17]([O:19][CH2:20][CH2:21][O:22][CH3:23])[CH:16]=[CH:15][C:14]=2/[CH:24]=[CH:25]/[C:26]([OH:28])=O)=[N:4][CH:5]=[C:6]([C:8]([F:11])([F:10])[F:9])[CH:7]=1.Cl.C(N=C=NCCCN(C)C)C.[Cl:41][C:42]1[CH:43]=[C:44]([S:48]([NH2:51])(=[O:50])=[O:49])[CH:45]=[CH:46][CH:47]=1.Cl. Product: [Cl:41][C:42]1[CH:43]=[C:44]([S:48]([NH:51][C:26](=[O:28])/[CH:25]=[CH:24]/[C:14]2[CH:15]=[CH:16][C:17]([O:19][CH2:20][CH2:21][O:22][CH3:23])=[CH:18][C:13]=2[O:12][C:3]2[C:2]([Cl:1])=[CH:7][C:6]([C:8]([F:11])([F:10])[F:9])=[CH:5][N:4]=2)(=[O:49])=[O:50])[CH:45]=[CH:46][CH:47]=1. The catalyst class is: 766. (5) Reactant: [CH2:1]([O:8][C:9]1[CH:10]=[C:11]([C:15]2[CH:16]=[C:17]3[C:22](=[N:23][CH:24]=2)[N:21]([C:25]([NH:27]C(=O)C2C=CC=CC=2)=[O:26])[CH2:20][CH2:19][CH2:18]3)[CH:12]=[N:13][CH:14]=1)[C:2]1[CH:7]=[CH:6][CH:5]=[CH:4][CH:3]=1.C(=O)([O-])[O-].[K+].[K+]. Product: [CH2:1]([O:8][C:9]1[CH:10]=[C:11]([C:15]2[CH:16]=[C:17]3[C:22](=[N:23][CH:24]=2)[N:21]([C:25]([NH2:27])=[O:26])[CH2:20][CH2:19][CH2:18]3)[CH:12]=[N:13][CH:14]=1)[C:2]1[CH:7]=[CH:6][CH:5]=[CH:4][CH:3]=1. The catalyst class is: 14. (6) Reactant: [F:1][CH:2]([F:17])[C:3]1[C:4]([C:11]2[CH:16]=[CH:15][CH:14]=[CH:13][CH:12]=2)=[N:5][O:6][C:7]=1[C:8]([OH:10])=O.O/[N:19]=[C:20](/[C:22]1[CH:39]=[CH:38][C:25]([CH2:26][N:27]2[CH2:30][CH:29]([C:31]([O:33][C:34]([CH3:37])([CH3:36])[CH3:35])=[O:32])[CH2:28]2)=[CH:24][CH:23]=1)\[NH2:21].C1C=CC2N(O)N=NC=2C=1.C(Cl)CCl.C(N(C(C)C)CC)(C)C. Product: [F:17][CH:2]([F:1])[C:3]1[C:4]([C:11]2[CH:16]=[CH:15][CH:14]=[CH:13][CH:12]=2)=[N:5][O:6][C:7]=1[C:8]1[O:10][N:21]=[C:20]([C:22]2[CH:23]=[CH:24][C:25]([CH2:26][N:27]3[CH2:28][CH:29]([C:31]([O:33][C:34]([CH3:35])([CH3:37])[CH3:36])=[O:32])[CH2:30]3)=[CH:38][CH:39]=2)[N:19]=1. The catalyst class is: 3. (7) Reactant: C([O:8][C:9](=[O:27])[CH2:10][NH:11][CH:12]([C:20]([O:22][C:23]([CH3:26])([CH3:25])[CH3:24])=[O:21])[C:13]([O:15][C:16]([CH3:19])([CH3:18])[CH3:17])=[O:14])C1C=CC=CC=1. Product: [C:23]([O:22][C:20]([CH:12]([NH:11][CH2:10][C:9]([OH:27])=[O:8])[C:13]([O:15][C:16]([CH3:17])([CH3:18])[CH3:19])=[O:14])=[O:21])([CH3:24])([CH3:25])[CH3:26]. The catalyst class is: 123.